This data is from Peptide-MHC class II binding affinity with 134,281 pairs from IEDB. The task is: Regression. Given a peptide amino acid sequence and an MHC pseudo amino acid sequence, predict their binding affinity value. This is MHC class II binding data. The peptide sequence is FGQNTSAIAAAEAQY. The MHC is DRB1_0405 with pseudo-sequence DRB1_0405. The binding affinity (normalized) is 0.342.